From a dataset of Forward reaction prediction with 1.9M reactions from USPTO patents (1976-2016). Predict the product of the given reaction. (1) Given the reactants [F:1][C:2]1[CH:7]=[CH:6][CH:5]=[C:4]([C:8]([F:11])([F:10])[F:9])[C:3]=1[C:12]1[CH:17]=[CH:16][C:15]([NH2:18])=[C:14]([N+:19]([O-])=O)[CH:13]=1.CCO.[Cl-].[NH4+], predict the reaction product. The product is: [F:1][C:2]1[CH:7]=[CH:6][CH:5]=[C:4]([C:8]([F:11])([F:10])[F:9])[C:3]=1[C:12]1[CH:17]=[CH:16][C:15]([NH2:18])=[C:14]([NH2:19])[CH:13]=1. (2) Given the reactants [Cl:1][C:2]1[CH:7]=[CH:6][C:5]([C:8]2[CH:13]=[CH:12][C:11]([OH:14])=[CH:10][CH:9]=2)=[CH:4][CH:3]=1.C[O:16][C:17]([C:19]1[O:20][C:21]([CH2:24]Cl)=[CH:22][CH:23]=1)=[O:18], predict the reaction product. The product is: [Cl:1][C:2]1[CH:3]=[CH:4][C:5]([C:8]2[CH:13]=[CH:12][C:11]([O:14][CH2:24][C:21]3[O:20][C:19]([C:17]([OH:18])=[O:16])=[CH:23][CH:22]=3)=[CH:10][CH:9]=2)=[CH:6][CH:7]=1. (3) The product is: [CH3:1][O:2][C:3](=[O:33])[CH:4]([C:27]1[CH:32]=[CH:31][CH:30]=[CH:29][CH:28]=1)[CH2:5][C:6]1[CH:7]=[CH:8][C:9]([CH2:12][CH2:13][CH2:14][C:15]2[N:16]=[C:17]([C:21]3[CH:22]=[CH:23][CH:24]=[CH:25][CH:26]=3)[O:18][C:19]=2[CH3:20])=[CH:10][CH:11]=1. Given the reactants [CH3:1][O:2][C:3](=[O:33])[CH:4]([C:27]1[CH:32]=[CH:31][CH:30]=[CH:29][CH:28]=1)[CH2:5][C:6]1[CH:11]=[CH:10][C:9]([C:12]#[C:13][CH2:14][C:15]2[N:16]=[C:17]([C:21]3[CH:26]=[CH:25][CH:24]=[CH:23][CH:22]=3)[O:18][C:19]=2[CH3:20])=[CH:8][CH:7]=1, predict the reaction product.